Dataset: Peptide-MHC class I binding affinity with 185,985 pairs from IEDB/IMGT. Task: Regression. Given a peptide amino acid sequence and an MHC pseudo amino acid sequence, predict their binding affinity value. This is MHC class I binding data. (1) The peptide sequence is GRDNRTIISL. The MHC is Mamu-B03 with pseudo-sequence Mamu-B03. The binding affinity (normalized) is 0.618. (2) The peptide sequence is AYIISEATTPV. The MHC is Patr-A0901 with pseudo-sequence Patr-A0901. The binding affinity (normalized) is 0.795. (3) The peptide sequence is PEGPLGQLL. The MHC is HLA-B14:02 with pseudo-sequence HLA-B14:02. The binding affinity (normalized) is 0.213.